This data is from Forward reaction prediction with 1.9M reactions from USPTO patents (1976-2016). The task is: Predict the product of the given reaction. The product is: [CH3:24][N:25]1[C:30]2[N:31]=[C:32]([NH:35][CH3:36])[N:33]=[CH:34][C:29]=2[CH:28]=[C:27]([C:2]2[C:11]([CH3:12])=[CH:10][CH:9]=[C:8]3[C:3]=2[CH:4]=[CH:5][N:6]=[C:7]3[NH:13][C:14]2[CH:19]=[CH:18][CH:17]=[C:16]([C:20]([F:23])([F:22])[F:21])[CH:15]=2)[C:26]1=[O:46]. Given the reactants I[C:2]1[C:11]([CH3:12])=[CH:10][CH:9]=[C:8]2[C:3]=1[CH:4]=[CH:5][N:6]=[C:7]2[NH:13][C:14]1[CH:19]=[CH:18][CH:17]=[C:16]([C:20]([F:23])([F:22])[F:21])[CH:15]=1.[CH3:24][N:25]1[C:30]2[N:31]=[C:32]([NH:35][CH3:36])[N:33]=[CH:34][C:29]=2[CH:28]=[C:27](B2OC(C)(C)C(C)(C)O2)[C:26]1=[O:46].O.C(=O)([O-])[O-].[Na+].[Na+].C(=O)(O)[O-].[Na+], predict the reaction product.